Dataset: Reaction yield outcomes from USPTO patents with 853,638 reactions. Task: Predict the reaction yield, written as a fraction of the theoretical maximum amount of product (1.0 means a 100% yield; for example, 0.34 means a 34% yield). (1) The reactants are [C:1]([O:5][C:6]([N:8]1[CH2:13][CH:12]=[C:11](B2OC(C)(C)C(C)(C)O2)[C:10]([CH3:24])([CH3:23])[CH2:9]1)=[O:7])([CH3:4])([CH3:3])[CH3:2].Br[C:26]1[CH:27]=[C:28]([N+:33]([O-:35])=[O:34])[C:29]([CH3:32])=[N:30][CH:31]=1.P([O-])([O-])([O-])=O.[K+].[K+].[K+].O. The catalyst is O1CCOCC1.[Pd].C1(P(C2C=CC=CC=2)C2C=CC=CC=2)C=CC=CC=1.C1(P(C2C=CC=CC=2)C2C=CC=CC=2)C=CC=CC=1.C1(P(C2C=CC=CC=2)C2C=CC=CC=2)C=CC=CC=1.C1(P(C2C=CC=CC=2)C2C=CC=CC=2)C=CC=CC=1. The product is [C:1]([O:5][C:6]([N:8]1[CH2:13][CH:12]=[C:11]([C:26]2[CH:31]=[N:30][C:29]([CH3:32])=[C:28]([N+:33]([O-:35])=[O:34])[CH:27]=2)[C:10]([CH3:23])([CH3:24])[CH2:9]1)=[O:7])([CH3:2])([CH3:3])[CH3:4]. The yield is 0.600. (2) The reactants are [CH3:1][O:2][C:3](=[O:18])[C:4]1[CH:9]=[CH:8][C:7]([O:10][C:11]2[CH:16]=[CH:15][C:14]([NH2:17])=[CH:13][CH:12]=2)=[CH:6][CH:5]=1.[C:19]([N:26]1[CH2:31][CH2:30][C:29](=O)[CH2:28][CH2:27]1)([O:21][C:22]([CH3:25])([CH3:24])[CH3:23])=[O:20]. No catalyst specified. The product is [C:22]([O:21][C:19]([N:26]1[CH2:31][CH2:30][CH:29]([NH:17][C:14]2[CH:15]=[CH:16][C:11]([O:10][C:7]3[CH:6]=[CH:5][C:4]([C:3]([O:2][CH3:1])=[O:18])=[CH:9][CH:8]=3)=[CH:12][CH:13]=2)[CH2:28][CH2:27]1)=[O:20])([CH3:25])([CH3:23])[CH3:24]. The yield is 0.940.